From a dataset of Forward reaction prediction with 1.9M reactions from USPTO patents (1976-2016). Predict the product of the given reaction. (1) Given the reactants [S:1]1[C:5]([C:6]2[N:10]3[N:11]=[C:12](Cl)[C:13]([CH3:16])=[C:14]([CH3:15])[C:9]3=[N:8][CH:7]=2)=[CH:4][C:3]2[CH:18]=[CH:19][CH:20]=[CH:21][C:2]1=2.CC1(C)C2C(=C(P(C3C=CC=CC=3)C3C=CC=CC=3)C=CC=2)OC2C(P(C3C=CC=CC=3)C3C=CC=CC=3)=CC=CC1=2.C(=O)([O-])[O-].[K+].[K+].[CH3:70][O:71][C:72]1[CH:73]=[C:74]([CH:76]=[CH:77][C:78]=1[O:79][CH3:80])[NH2:75], predict the reaction product. The product is: [S:1]1[C:5]([C:6]2[N:10]3[N:11]=[C:12]([NH:75][C:74]4[CH:76]=[CH:77][C:78]([O:79][CH3:80])=[C:72]([O:71][CH3:70])[CH:73]=4)[C:13]([CH3:16])=[C:14]([CH3:15])[C:9]3=[N:8][CH:7]=2)=[CH:4][C:3]2[CH:18]=[CH:19][CH:20]=[CH:21][C:2]1=2. (2) Given the reactants C([C:3]1[CH:4]=[CH:5][C:6]2[N:7]([C:9]([C:12]3[CH:17]=[CH:16][CH:15]=[C:14](Cl)[CH:13]=3)=[CH:10][N:11]=2)[N:8]=1)#N.Cl.[NH2:20][C@H:21]1[CH2:26][CH2:25][C@H:24]([OH:27])[CH2:23][CH2:22]1.C([O-])(O)=O.[Na+].[CH3:33][N:34]1C(=O)CCC1, predict the reaction product. The product is: [C:33]([C:14]1[CH:13]=[C:12]([C:9]2[N:7]3[N:8]=[C:3]([NH:20][CH:21]4[CH2:26][CH2:25][CH:24]([OH:27])[CH2:23][CH2:22]4)[CH:4]=[CH:5][C:6]3=[N:11][CH:10]=2)[CH:17]=[CH:16][CH:15]=1)#[N:34]. (3) Given the reactants [C:1]([O:5][C:6](=[O:26])[NH:7][CH:8]([C:18]1[CH:23]=[CH:22][C:21]([Cl:24])=[C:20]([Cl:25])[CH:19]=1)[C:9]([C:11]1[CH:16]=[CH:15][CH:14]=[C:13](Br)[CH:12]=1)=[O:10])([CH3:4])([CH3:3])[CH3:2].[CH3:27][S:28]([C:31]1[CH:32]=[C:33](B(O)O)[CH:34]=[CH:35][CH:36]=1)(=[O:30])=[O:29], predict the reaction product. The product is: [C:1]([O:5][C:6](=[O:26])[NH:7][CH:8]([C:18]1[CH:23]=[CH:22][C:21]([Cl:24])=[C:20]([Cl:25])[CH:19]=1)[C:9]([C:11]1[CH:12]=[C:13]([C:35]2[CH:34]=[CH:33][CH:32]=[C:31]([S:28]([CH3:27])(=[O:30])=[O:29])[CH:36]=2)[CH:14]=[CH:15][CH:16]=1)=[O:10])([CH3:4])([CH3:3])[CH3:2]. (4) The product is: [Cl:1][C:2]1[CH:28]=[CH:27][C:5]([CH2:6][N:7]2[C:15]3[C:10](=[CH:11][CH:12]=[CH:13][CH:14]=3)[CH:9]=[C:8]2[C:16]([N:18]2[CH2:19][CH2:20][CH:21]([C:24]([NH:67][CH2:66][CH2:65][C:62]3[CH:63]=[CH:64][C:59]([CH3:68])=[CH:60][CH:61]=3)=[O:25])[CH2:22][CH2:23]2)=[O:17])=[CH:4][CH:3]=1. Given the reactants [Cl:1][C:2]1[CH:28]=[CH:27][C:5]([CH2:6][N:7]2[C:15]3[C:10](=[CH:11][CH:12]=[CH:13][CH:14]=3)[CH:9]=[C:8]2[C:16]([N:18]2[CH2:23][CH2:22][CH:21]([C:24](O)=[O:25])[CH2:20][CH2:19]2)=[O:17])=[CH:4][CH:3]=1.C(N=C=NCCCN(C)C)C.ON1C2C=CC=CC=2N=N1.C(N(CC)C(C)C)(C)C.[C:59]1([CH3:68])[CH:64]=[CH:63][C:62]([CH2:65][CH2:66][NH2:67])=[CH:61][CH:60]=1, predict the reaction product. (5) The product is: [F:1][C:2]1[CH:10]=[C:9]2[C:5]([CH:6]=[C:7]([C:12]([O:14][CH3:15])=[O:13])[N:8]2[CH3:11])=[CH:4][CH:3]=1. Given the reactants [F:1][C:2]1[CH:10]=[C:9]2[C:5]([C:6](C(=O)CC(OC)=O)=[C:7]([C:12]([O:14][CH3:15])=[O:13])[N:8]2[CH3:11])=[CH:4][CH:3]=1.ClC(=O)CC(OC)=O, predict the reaction product. (6) Given the reactants [F:1][C:2]1([F:14])[C:4]2([CH2:7][C:6]([CH3:13])([C:8]([O:10]CC)=[O:9])[CH2:5]2)[CH2:3]1.[OH-].[Na+], predict the reaction product. The product is: [F:1][C:2]1([F:14])[C:4]2([CH2:5][C:6]([CH3:13])([C:8]([OH:10])=[O:9])[CH2:7]2)[CH2:3]1. (7) Given the reactants [CH2:1]([O:3][C:4]([C:6]1[C:11](=[O:12])[NH:10][C:9]2[CH:13]=[CH:14][S:15][C:8]=2[C:7]=1[N:16]1[CH2:21][CH2:20][N:19]([C:22]([C:24]2[S:25][CH:26]=[CH:27][CH:28]=2)=[O:23])[CH2:18][CH2:17]1)=[O:5])[CH3:2].[H-].[Na+].[F:31][C:32]1[CH:39]=[CH:38][C:35]([CH2:36]Br)=[CH:34][CH:33]=1, predict the reaction product. The product is: [CH2:1]([O:3][C:4]([C:6]1[C:11](=[O:12])[N:10]([CH2:36][C:35]2[CH:38]=[CH:39][C:32]([F:31])=[CH:33][CH:34]=2)[C:9]2[CH:13]=[CH:14][S:15][C:8]=2[C:7]=1[N:16]1[CH2:21][CH2:20][N:19]([C:22]([C:24]2[S:25][CH:26]=[CH:27][CH:28]=2)=[O:23])[CH2:18][CH2:17]1)=[O:5])[CH3:2].